This data is from Experimentally validated miRNA-target interactions with 360,000+ pairs, plus equal number of negative samples. The task is: Binary Classification. Given a miRNA mature sequence and a target amino acid sequence, predict their likelihood of interaction. (1) The miRNA is cfa-miR-421 with sequence AUCAACAGACAUUAAUUGGGCG. The protein sequence of the target gene is MQFGELLAAVRKAQANVMLFLEEKEQAALSQANGIKAHLEYRSAEMEKSKQELETMAAISNTVQFLEEYCKFKNTEDITFPSVYIGLKDKLSGIRKVITESTVHLIQLLENYKKKLQEFSKEEEYDIRTQVSAIVQRKYWTSKPEPSTREQFLQYVHDITFDPDTAHKYLRLQEENRKVTNTTPWEHPYPDLPSRFLHWRQVLSQQSLYLHRYYFEVEIFGAGTYVGLTCKGIDQKGEERSSCISGNNFSWSLQWNGKEFTAWYSDMETPLKAGPFWRLGVYIDFPGGILSFYGVEYDSM.... Result: 0 (no interaction). (2) The miRNA is hsa-miR-3133 with sequence UAAAGAACUCUUAAAACCCAAU. The protein sequence of the target gene is MSISLSSLIFLPIWINMAQMQQGGSNETEQTAALKDLLSRIDLDELMKKDEPPFDFPDTLEGFEYAFNEKGQLRHIKTGEPFVFNYREDLHRWNQKRYEALGEIITRYVYELLESDCNLKKISIPVDATESEPKSFIFMSEDALTNPQKLMVLIHGSGVVRAGQWARRLIINEDLDSGTQIPFIKRAMDEGYGVIVLNPNENYIEVEKQKMHKQSSSSDGTDEPAGKRERRDKVSKETKKRRDFYEKYRNPQKEKEMMQLFIRENGSPEEHAVYVWDHFIAQAAAENVFFVAHSYGGLAF.... Result: 0 (no interaction). (3) Result: 1 (interaction). The protein sequence of the target gene is MAAAGAFRLRRAASALLLRSPRLPARELSAPARLYHKKVVDHYENPRNVGSLDKTSKNVGTGLVGAPACGDVMKLQIQVDEKGKIVDARFKTFGCGSAIASSSLATEWVKGKTVEEALTIKNTDIAKELCLPPVKLHCSMLAEDAIKAALADYKLKQEPKKGEAEKK. The miRNA is hsa-miR-4735-3p with sequence AAAGGUGCUCAAAUUAGACAU. (4) The miRNA is hsa-miR-3650 with sequence AGGUGUGUCUGUAGAGUCC. The protein sequence of the target gene is MHKEEHEVAVLGPPPSTILPRSTVINIHSETSVPDHVVWSLFNTLFLNWCCLGFIAFAYSVKSRDRKMVGDVTGAQAYASTAKCLNIWALILGILMTIGFILLLVFGSVTVYHIMLQIIQEKRGY. Result: 1 (interaction). (5) The protein sequence of the target gene is MPHLMERMVGSGLLWLALVSCILTQASAVQRGYGNPIEASSYGLDLDCGAPGTPEAHVCFDPCQNYTLLDEPFRSTENSAGSQGCDKNMSGWYRFVGEGGVRMSETCVQVHRCQTDAPMWLNGTHPALGDGITNHTACAHWSGNCCFWKTEVLVKACPGGYHVYRLEGTPWCNLRYCTVPRDPSTVEDKCEKACRPEEECLALNSTWGCFCRQDLNSSDVHSLQPQLDCGPREIKVKVDKCLLGGLGLGEEVIAYLRDPNCSSILQTEERNWVSVTSPVQASACRNILERNQTHAIYKNT.... Result: 1 (interaction). The miRNA is hsa-miR-384 with sequence AUUCCUAGAAAUUGUUCAUA. (6) The miRNA is hsa-miR-3667-5p with sequence AAAGACCCAUUGAGGAGAAGGU. The protein sequence of the target gene is MADIIARLREDGIQKRVIQEGRGELPDFQDGTKATFHYRTLHSDDEGTVLDDSRARGKPMELIIGKKFKLPVWETIVCTMREGEIAQFLCDIKHVVLYPLVAKSLRNIAVGKDPLEGQRHCCGVAQMREHSSLGHADLDALQQNPQPLIFHMEMLKVESPGTYQQDPWAMTDEEKAKAVPLIHQEGNRLYREGHVKEAAAKYYDAIACLKNLQMKEQPGSPEWIQLDQQITPLLLNYCQCKLVVEEYYEVLDHCSSILNKYDDNVKAYFKRGKAHAAVWNAQEAQADFAKVLELDPALAP.... Result: 0 (no interaction).